From a dataset of Forward reaction prediction with 1.9M reactions from USPTO patents (1976-2016). Predict the product of the given reaction. Given the reactants [CH3:1][C:2]1[CH:6]=[C:5]([NH2:7])[N:4]([CH:8]2[CH2:13][CH2:12][O:11][CH2:10][CH2:9]2)[N:3]=1.[CH:14]1(/[C:17](/O)=[CH:18]/[C:19](=O)[C:20]([O:22][CH2:23][CH3:24])=[O:21])[CH2:16][CH2:15]1, predict the reaction product. The product is: [CH:14]1([C:17]2[CH:18]=[C:19]([C:20]([O:22][CH2:23][CH3:24])=[O:21])[C:6]3[C:2]([CH3:1])=[N:3][N:4]([CH:8]4[CH2:13][CH2:12][O:11][CH2:10][CH2:9]4)[C:5]=3[N:7]=2)[CH2:15][CH2:16]1.